From a dataset of NCI-60 drug combinations with 297,098 pairs across 59 cell lines. Regression. Given two drug SMILES strings and cell line genomic features, predict the synergy score measuring deviation from expected non-interaction effect. (1) Drug 1: C1CCC(C1)C(CC#N)N2C=C(C=N2)C3=C4C=CNC4=NC=N3. Drug 2: C1C(C(OC1N2C=NC3=C2NC=NCC3O)CO)O. Cell line: OVCAR-8. Synergy scores: CSS=6.62, Synergy_ZIP=3.16, Synergy_Bliss=6.13, Synergy_Loewe=4.67, Synergy_HSA=4.24. (2) Drug 1: C1=C(C(=O)NC(=O)N1)F. Drug 2: C1CN1P(=S)(N2CC2)N3CC3. Cell line: HCT116. Synergy scores: CSS=51.6, Synergy_ZIP=-4.61, Synergy_Bliss=-4.81, Synergy_Loewe=-4.27, Synergy_HSA=-0.976. (3) Drug 1: CN(C)C1=NC(=NC(=N1)N(C)C)N(C)C. Drug 2: N.N.Cl[Pt+2]Cl. Cell line: CCRF-CEM. Synergy scores: CSS=-5.99, Synergy_ZIP=0.127, Synergy_Bliss=-3.76, Synergy_Loewe=-9.43, Synergy_HSA=-6.54. (4) Drug 1: C1CN1C2=NC(=NC(=N2)N3CC3)N4CC4. Drug 2: C1CN(P(=O)(OC1)NCCCl)CCCl. Cell line: OVCAR3. Synergy scores: CSS=20.8, Synergy_ZIP=0.639, Synergy_Bliss=9.21, Synergy_Loewe=-13.1, Synergy_HSA=2.93. (5) Drug 1: CN1CCC(CC1)COC2=C(C=C3C(=C2)N=CN=C3NC4=C(C=C(C=C4)Br)F)OC. Drug 2: COC1=NC(=NC2=C1N=CN2C3C(C(C(O3)CO)O)O)N. Cell line: SK-MEL-2. Synergy scores: CSS=-1.89, Synergy_ZIP=3.41, Synergy_Bliss=4.26, Synergy_Loewe=-1.71, Synergy_HSA=-0.240. (6) Drug 1: CC1OCC2C(O1)C(C(C(O2)OC3C4COC(=O)C4C(C5=CC6=C(C=C35)OCO6)C7=CC(=C(C(=C7)OC)O)OC)O)O. Drug 2: CC12CCC3C(C1CCC2O)C(CC4=C3C=CC(=C4)O)CCCCCCCCCS(=O)CCCC(C(F)(F)F)(F)F. Cell line: HT29. Synergy scores: CSS=9.96, Synergy_ZIP=-5.22, Synergy_Bliss=-1.71, Synergy_Loewe=0.172, Synergy_HSA=0.488. (7) Drug 1: CC1OCC2C(O1)C(C(C(O2)OC3C4COC(=O)C4C(C5=CC6=C(C=C35)OCO6)C7=CC(=C(C(=C7)OC)O)OC)O)O. Drug 2: CCC1(C2=C(COC1=O)C(=O)N3CC4=CC5=C(C=CC(=C5CN(C)C)O)N=C4C3=C2)O.Cl. Cell line: TK-10. Synergy scores: CSS=36.6, Synergy_ZIP=-8.76, Synergy_Bliss=-0.541, Synergy_Loewe=0.758, Synergy_HSA=1.10. (8) Drug 1: C(=O)(N)NO. Drug 2: C1CNP(=O)(OC1)N(CCCl)CCCl. Cell line: IGROV1. Synergy scores: CSS=0.599, Synergy_ZIP=-0.539, Synergy_Bliss=-0.261, Synergy_Loewe=-1.24, Synergy_HSA=-0.532. (9) Drug 1: CC(C1=C(C=CC(=C1Cl)F)Cl)OC2=C(N=CC(=C2)C3=CN(N=C3)C4CCNCC4)N. Drug 2: C1C(C(OC1N2C=NC(=NC2=O)N)CO)O. Cell line: OVCAR-4. Synergy scores: CSS=4.03, Synergy_ZIP=-5.69, Synergy_Bliss=-5.52, Synergy_Loewe=-9.62, Synergy_HSA=-6.09.